This data is from Reaction yield outcomes from USPTO patents with 853,638 reactions. The task is: Predict the reaction yield, written as a fraction of the theoretical maximum amount of product (1.0 means a 100% yield; for example, 0.34 means a 34% yield). (1) The reactants are [Cl:1][C:2]1[N:7]=[C:6]([C:8]2[S:12][C:11]([N:13]3[CH2:18][CH2:17][O:16][CH2:15][CH2:14]3)=[N:10][C:9]=2[C:19]2[C:20]([F:26])=[C:21]([CH:23]=[CH:24][CH:25]=2)[NH2:22])[CH:5]=[CH:4][N:3]=1.[N:27]1[CH:32]=[CH:31][CH:30]=[C:29]([S:33](Cl)(=[O:35])=[O:34])[CH:28]=1. The catalyst is N1C=CC=CC=1. The product is [Cl:1][C:2]1[N:7]=[C:6]([C:8]2[S:12][C:11]([N:13]3[CH2:14][CH2:15][O:16][CH2:17][CH2:18]3)=[N:10][C:9]=2[C:19]2[C:20]([F:26])=[C:21]([NH:22][S:33]([C:29]3[CH:28]=[N:27][CH:32]=[CH:31][CH:30]=3)(=[O:35])=[O:34])[CH:23]=[CH:24][CH:25]=2)[CH:5]=[CH:4][N:3]=1. The yield is 0.715. (2) The reactants are Br[C:2]1[C:3]([C:16]2[CH:21]=[CH:20][CH:19]=[CH:18][CH:17]=2)=[N:4][C:5]2[C:10]([N:11]=1)=[CH:9][C:8]([C:12]([O:14]C)=[O:13])=[CH:7][CH:6]=2.[F:22][C:23]([F:35])([F:34])[O:24][C:25]1[CH:30]=[CH:29][C:28](B(O)O)=[CH:27][CH:26]=1. No catalyst specified. The product is [C:16]1([C:3]2[C:2]([C:28]3[CH:29]=[CH:30][C:25]([O:24][C:23]([F:35])([F:34])[F:22])=[CH:26][CH:27]=3)=[N:11][C:10]3[C:5](=[CH:6][CH:7]=[C:8]([C:12]([OH:14])=[O:13])[CH:9]=3)[N:4]=2)[CH:17]=[CH:18][CH:19]=[CH:20][CH:21]=1. The yield is 0.470. (3) The reactants are [NH:1]1[CH2:6][CH2:5][CH2:4][CH:3]([C:7]([O:9][CH2:10][CH3:11])=[O:8])[CH2:2]1.[CH:12]1[C:21]2[C:16](=[CH:17][CH:18]=[CH:19][CH:20]=2)[CH:15]=[CH:14][C:13]=1[S:22](Cl)(=[O:24])=[O:23]. No catalyst specified. The product is [CH:12]1[C:21]2[C:16](=[CH:17][CH:18]=[CH:19][CH:20]=2)[CH:15]=[CH:14][C:13]=1[S:22]([N:1]1[CH2:6][CH2:5][CH2:4][CH:3]([C:7]([O:9][CH2:10][CH3:11])=[O:8])[CH2:2]1)(=[O:23])=[O:24]. The yield is 0.620. (4) The reactants are [CH3:1][N:2]1[C:10]([CH2:11][CH2:12][CH2:13][C:14]([OH:16])=O)=[N:9][C:8]2[CH:7]=[C:6]([N:17]([CH2:21][CH2:22][Cl:23])[CH2:18][CH2:19][Cl:20])[CH:5]=[CH:4][C:3]1=2.Cl.CN(C(ON1N=NC2C=CC=NC1=2)=[N+](C)C)C.F[P-](F)(F)(F)(F)F.C(N(CC)C(C)C)(C)C.[CH2:58]([NH2:76])[CH2:59][CH2:60][CH2:61][CH2:62][CH2:63][CH2:64][CH2:65][CH2:66][CH2:67][CH2:68][CH2:69][CH2:70][CH2:71][CH2:72][CH2:73][CH2:74][CH3:75]. The catalyst is CN(C)C=O. The product is [Cl:20][CH2:19][CH2:18][N:17]([CH2:21][CH2:22][Cl:23])[C:6]1[CH:5]=[CH:4][C:3]2[N:2]([CH3:1])[C:10]([CH2:11][CH2:12][CH2:13][C:14]([NH:76][CH2:58][CH2:59][CH2:60][CH2:61][CH2:62][CH2:63][CH2:64][CH2:65][CH2:66][CH2:67][CH2:68][CH2:69][CH2:70][CH2:71][CH2:72][CH2:73][CH2:74][CH3:75])=[O:16])=[N:9][C:8]=2[CH:7]=1. The yield is 0.330. (5) The reactants are O=[C:2]1[CH2:6][CH2:5][C@@H:4]([C:7]2[CH:12]=[CH:11][C:10]([CH2:13][C:14]([O:16][CH2:17][CH3:18])=[O:15])=[CH:9][CH:8]=2)[CH2:3]1.[Cl:19][C:20]1[CH:21]=[C:22]([C@H:26]([NH2:28])[CH3:27])[CH:23]=[CH:24][CH:25]=1.[BH-](OC(C)=O)(OC(C)=O)OC(C)=O.[Na+]. The catalyst is C(#N)C. The product is [CH2:17]([O:16][C:14](=[O:15])[CH2:13][C:10]1[CH:11]=[CH:12][C:7]([C@@H:4]2[CH2:5][CH2:6][C@H:2]([NH:28][C@@H:26]([C:22]3[CH:23]=[CH:24][CH:25]=[C:20]([Cl:19])[CH:21]=3)[CH3:27])[CH2:3]2)=[CH:8][CH:9]=1)[CH3:18]. The yield is 0.240. (6) The reactants are [F:1][C:2]1[CH:7]=[CH:6][CH:5]=[CH:4][C:3]=1[CH2:8][C:9]([OH:11])=O.C(Cl)(=O)C(Cl)=O.[F:18][C:19]1[CH:24]=[CH:23][C:22]([O:25]C)=[CH:21][CH:20]=1.[Al+3].[Cl-].[Cl-].[Cl-]. The catalyst is ClCCl.CN(C=O)C. The product is [F:18][C:19]1[CH:20]=[CH:21][C:22]([OH:25])=[C:23]([C:9](=[O:11])[CH2:8][C:3]2[CH:4]=[CH:5][CH:6]=[CH:7][C:2]=2[F:1])[CH:24]=1. The yield is 0.540. (7) The reactants are [CH3:1][C:2]1[C:7]([CH2:8][C:9]2[CH:14]=[CH:13][CH:12]=[C:11]([CH3:15])[CH:10]=2)=[C:6]([CH3:16])[N:5]2[N:17]=[CH:18][C:19]([C:20](O)=[O:21])=[C:4]2[N:3]=1.CN(C(ON1N=NC2C=C[CH:36]=[CH:37][C:32]1=2)=[N+](C)C)C.[B-](F)(F)(F)F.C(N(CC)CC)C.[CH3:52][O:53][CH2:54][CH2:55][NH2:56]. The catalyst is CN(C=O)C. The product is [CH3:52][O:53][CH2:54][CH2:55][NH:56][C:20]([C:19]1[CH:18]=[N:17][N:5]2[C:6]([CH3:16])=[C:7]([CH2:8][C:9]3[CH:14]=[CH:13][C:12]4[C:11](=[CH:15][CH:32]=[CH:37][CH:36]=4)[CH:10]=3)[C:2]([CH3:1])=[N:3][C:4]=12)=[O:21]. The yield is 0.0400.